This data is from Catalyst prediction with 721,799 reactions and 888 catalyst types from USPTO. The task is: Predict which catalyst facilitates the given reaction. Reactant: [CH3:1][C:2]1[C:3]([CH2:16][C:17](O)=[O:18])=[C:4]([CH3:15])[C:5]2[C:13]3[C:8](=[CH:9][CH:10]=[CH:11][CH:12]=3)[NH:7][C:6]=2[N:14]=1.Cl.[CH3:21][NH:22][CH3:23].Cl.C(N=C=NCCCN(C)C)C.ON1C2C=CC=CC=2N=N1.C(=O)(O)[O-].[Na+]. Product: [CH3:1][C:2]1[C:3]([CH2:16][C:17]([N:22]([CH3:23])[CH3:21])=[O:18])=[C:4]([CH3:15])[C:5]2[C:13]3[C:8](=[CH:9][CH:10]=[CH:11][CH:12]=3)[NH:7][C:6]=2[N:14]=1. The catalyst class is: 338.